From a dataset of Experimentally validated miRNA-target interactions with 360,000+ pairs, plus equal number of negative samples. Binary Classification. Given a miRNA mature sequence and a target amino acid sequence, predict their likelihood of interaction. The miRNA is hsa-miR-6869-3p with sequence CGCCGCGCGCAUCGGCUCAGC. The protein sequence of the target gene is MATHHTLWMGLALLGVLGDLQAAPEAQVSVQPNFQQDKFLGRWFSAGLASNSSWLREKKAALSMCKSVVAPATDGGLNLTSTFLRKNQCETRTMLLQPAGSLGSYSYRSPHWGSTYSVSVVETDYDQYALLYSQGSKGPGEDFRMATLYSRTQTPRAELKEKFTAFCKAQGFTEDTIVFLPQTDKCMTEQ. Result: 0 (no interaction).